This data is from Peptide-MHC class I binding affinity with 185,985 pairs from IEDB/IMGT. The task is: Regression. Given a peptide amino acid sequence and an MHC pseudo amino acid sequence, predict their binding affinity value. This is MHC class I binding data. (1) The peptide sequence is NYFIHFFTW. The MHC is HLA-A23:01 with pseudo-sequence HLA-A23:01. The binding affinity (normalized) is 0.976. (2) The peptide sequence is TFFSYLMKDK. The MHC is HLA-A02:06 with pseudo-sequence HLA-A02:06. The binding affinity (normalized) is 0. (3) The peptide sequence is RVYNNTARY. The MHC is HLA-B08:03 with pseudo-sequence HLA-B08:03. The binding affinity (normalized) is 0.0847. (4) The peptide sequence is KQNPDIVIY. The MHC is HLA-A02:02 with pseudo-sequence HLA-A02:02. The binding affinity (normalized) is 0. (5) The peptide sequence is YAKKFKTGMH. The MHC is HLA-A68:01 with pseudo-sequence HLA-A68:01. The binding affinity (normalized) is 0.